Dataset: Full USPTO retrosynthesis dataset with 1.9M reactions from patents (1976-2016). Task: Predict the reactants needed to synthesize the given product. (1) Given the product [OH:7][C@@H:5]([CH3:6])[C@H:4]([CH3:3])[O:8][C:15]1[N:16]=[C:17]([C:19]2[CH:24]=[CH:23][C:22]([Cl:25])=[C:21]([Cl:26])[CH:20]=2)[C:18]2[C:10]([NH2:9])=[C:11]([C:30]([NH2:32])=[O:31])[S:12][C:13]=2[N:14]=1, predict the reactants needed to synthesize it. The reactants are: [H-].[Na+].[CH3:3][C@H:4]([OH:8])[C@@H:5]([OH:7])[CH3:6].[NH2:9][C:10]1[C:18]2[C:17]([C:19]3[CH:24]=[CH:23][C:22]([Cl:25])=[C:21]([Cl:26])[CH:20]=3)=[N:16][C:15](S(C)=O)=[N:14][C:13]=2[S:12][C:11]=1[C:30]([NH2:32])=[O:31]. (2) Given the product [Br:1][C:2]1[CH:14]=[N:13][C:12]2[C:11]3[C:10]([S:15]([CH3:18])(=[O:16])=[O:17])=[CH:9][C:8]([F:19])=[C:7]([F:20])[C:6]=3[N:5]([C@H:27]([C:21]3[CH:26]=[CH:25][CH:24]=[CH:23][CH:22]=3)[CH:29]3[CH2:30][CH2:31][O:32][CH2:33][CH2:34]3)[C:4]=2[CH:3]=1, predict the reactants needed to synthesize it. The reactants are: [Br:1][C:2]1[CH:14]=[N:13][C:12]2[C:11]3[C:10]([S:15]([CH3:18])(=[O:17])=[O:16])=[CH:9][C:8]([F:19])=[C:7]([F:20])[C:6]=3[NH:5][C:4]=2[CH:3]=1.[C:21]1([C@@H:27]([CH:29]2[CH2:34][CH2:33][O:32][CH2:31][CH2:30]2)O)[CH:26]=[CH:25][CH:24]=[CH:23][CH:22]=1.C1(P(C2C=CC=CC=2)C2C=CC=CC=2)C=CC=CC=1.CC(OC(/N=N/C(OC(C)C)=O)=O)C. (3) Given the product [C:19]([C:18]1[CH:21]=[C:22]([S:25]([C:28]2[CH:33]=[CH:32][CH:31]=[CH:30][CH:29]=2)(=[O:26])=[O:27])[CH:23]=[CH:24][C:17]=1[O:1][C:2]1[CH:3]=[C:4]([CH2:12][C:13]([OH:15])=[O:14])[CH:5]=[C:6]([C:8]([F:9])([F:10])[F:11])[CH:7]=1)#[N:20], predict the reactants needed to synthesize it. The reactants are: [OH:1][C:2]1[CH:3]=[C:4]([CH2:12][C:13]([OH:15])=[O:14])[CH:5]=[C:6]([C:8]([F:11])([F:10])[F:9])[CH:7]=1.Cl[C:17]1[CH:24]=[CH:23][C:22]([S:25]([C:28]2[CH:33]=[CH:32][CH:31]=[CH:30][CH:29]=2)(=[O:27])=[O:26])=[CH:21][C:18]=1[C:19]#[N:20]. (4) Given the product [C:1]([O:4][C:5]1[CH:10]=[CH:9][C:8]([CH:11]2[CH2:19][CH:12]2[C:13]([O:15][CH3:16])=[O:14])=[CH:7][CH:6]=1)(=[O:3])[CH3:2], predict the reactants needed to synthesize it. The reactants are: [C:1]([O:4][C:5]1[CH:10]=[CH:9][C:8](/[CH:11]=[CH:12]/[C:13]([O:15][CH3:16])=[O:14])=[CH:7][CH:6]=1)(=[O:3])[CH3:2].[N+](=[CH2:19])=[N-].CN(N=O)C(N[N+]([O-])=O)=N.[OH-].[K+].